This data is from Catalyst prediction with 721,799 reactions and 888 catalyst types from USPTO. The task is: Predict which catalyst facilitates the given reaction. (1) Reactant: C(OC(=O)[N:10]([CH2:18][C:19]1[CH:24]=[CH:23][CH:22]=[C:21]([NH:25][C:26]2[S:27][C:28]([C:34]3[C:39]([F:40])=[CH:38][C:37]([C:41]([OH:44])([CH3:43])[CH3:42])=[CH:36][C:35]=3[F:45])=[CH:29][C:30]=2[C:31]([NH2:33])=[O:32])[N:20]=1)[CH2:11][C:12]([NH:14][CH:15]([CH3:17])[CH3:16])=[O:13])C1C=CC=CC=1.[H][H]. Product: [F:40][C:39]1[CH:38]=[C:37]([C:41]([OH:44])([CH3:43])[CH3:42])[CH:36]=[C:35]([F:45])[C:34]=1[C:28]1[S:27][C:26]([NH:25][C:21]2[CH:22]=[CH:23][CH:24]=[C:19]([CH2:18][NH:10][CH2:11][C:12]([NH:14][CH:15]([CH3:17])[CH3:16])=[O:13])[N:20]=2)=[C:30]([C:31]([NH2:33])=[O:32])[CH:29]=1. The catalyst class is: 19. (2) Reactant: [O:1]1[CH2:3][CH:2]1[CH2:4][O:5][C:6]1[CH:7]=[CH:8][C:9]2[CH:13]=[C:12]([C:14]3[CH:19]=[CH:18][N:17]=[C:16]([NH:20][CH:21]4[CH2:26][C:25]([CH3:28])([CH3:27])[NH:24][C:23]([CH3:30])([CH3:29])[CH2:22]4)[N:15]=3)[S:11][C:10]=2[CH:31]=1.[CH:32]([NH2:35])([CH3:34])[CH3:33]. Product: [CH:32]([NH:35][CH2:3][CH:2]([OH:1])[CH2:4][O:5][C:6]1[CH:7]=[CH:8][C:9]2[CH:13]=[C:12]([C:14]3[CH:19]=[CH:18][N:17]=[C:16]([NH:20][CH:21]4[CH2:26][C:25]([CH3:28])([CH3:27])[NH:24][C:23]([CH3:29])([CH3:30])[CH2:22]4)[N:15]=3)[S:11][C:10]=2[CH:31]=1)([CH3:34])[CH3:33]. The catalyst class is: 8. (3) Reactant: [OH:1][C:2]1[CH:3]=[C:4]2[C:9](=[CH:10][CH:11]=1)[C:8](=[O:12])[N:7]([CH2:13][CH:14]([CH3:16])[CH3:15])[C:6]([CH2:17][NH:18][C:19](=[O:25])[O:20][C:21]([CH3:24])([CH3:23])[CH3:22])=[C:5]2[C:26]1[S:27][CH:28]=[CH:29][CH:30]=1.I[CH2:32][C:33]([NH2:35])=[O:34].C1CCN2C(=NCCC2)CC1.O. Product: [NH2:35][C:33](=[O:34])[CH2:32][O:1][C:2]1[CH:3]=[C:4]2[C:9](=[CH:10][CH:11]=1)[C:8](=[O:12])[N:7]([CH2:13][CH:14]([CH3:15])[CH3:16])[C:6]([CH2:17][NH:18][C:19](=[O:25])[O:20][C:21]([CH3:23])([CH3:22])[CH3:24])=[C:5]2[C:26]1[S:27][CH:28]=[CH:29][CH:30]=1. The catalyst class is: 80. (4) Reactant: [C:1](OCC)(=[O:16])/[CH:2]=[C:3](/[CH2:5][CH2:6]/[CH:7]=[C:8](\[CH2:10][CH2:11][CH:12]=[C:13]([CH3:15])[CH3:14])/[CH3:9])\[CH3:4].[H-].[H-].[H-].[H-].[Li+].[Al+3]. Product: [OH:16][CH2:1]/[CH:2]=[C:3](/[CH2:5][CH2:6]/[CH:7]=[C:8](\[CH2:10][CH2:11][CH:12]=[C:13]([CH3:15])[CH3:14])/[CH3:9])\[CH3:4]. The catalyst class is: 1.